This data is from NCI-60 drug combinations with 297,098 pairs across 59 cell lines. The task is: Regression. Given two drug SMILES strings and cell line genomic features, predict the synergy score measuring deviation from expected non-interaction effect. (1) Drug 1: CNC(=O)C1=CC=CC=C1SC2=CC3=C(C=C2)C(=NN3)C=CC4=CC=CC=N4. Drug 2: C1CN(CCN1C(=O)CCBr)C(=O)CCBr. Cell line: HCC-2998. Synergy scores: CSS=21.7, Synergy_ZIP=1.16, Synergy_Bliss=-2.29, Synergy_Loewe=-1.30, Synergy_HSA=-1.31. (2) Synergy scores: CSS=41.8, Synergy_ZIP=-3.53, Synergy_Bliss=-6.99, Synergy_Loewe=-5.57, Synergy_HSA=-5.46. Drug 1: C1=C(C(=O)NC(=O)N1)F. Drug 2: COCCOC1=C(C=C2C(=C1)C(=NC=N2)NC3=CC=CC(=C3)C#C)OCCOC.Cl. Cell line: UACC62. (3) Drug 1: C1=NC2=C(N1)C(=S)N=C(N2)N. Drug 2: B(C(CC(C)C)NC(=O)C(CC1=CC=CC=C1)NC(=O)C2=NC=CN=C2)(O)O. Cell line: OVCAR3. Synergy scores: CSS=49.1, Synergy_ZIP=-2.86, Synergy_Bliss=-3.53, Synergy_Loewe=-3.58, Synergy_HSA=-2.49. (4) Drug 1: CCC1=CC2CC(C3=C(CN(C2)C1)C4=CC=CC=C4N3)(C5=C(C=C6C(=C5)C78CCN9C7C(C=CC9)(C(C(C8N6C)(C(=O)OC)O)OC(=O)C)CC)OC)C(=O)OC.C(C(C(=O)O)O)(C(=O)O)O. Synergy scores: CSS=32.7, Synergy_ZIP=-6.38, Synergy_Bliss=-6.21, Synergy_Loewe=-4.01, Synergy_HSA=-1.70. Drug 2: C1C(C(OC1N2C=C(C(=O)NC2=O)F)CO)O. Cell line: SNB-19. (5) Drug 1: CC(C1=C(C=CC(=C1Cl)F)Cl)OC2=C(N=CC(=C2)C3=CN(N=C3)C4CCNCC4)N. Drug 2: CC12CCC3C(C1CCC2OP(=O)(O)O)CCC4=C3C=CC(=C4)OC(=O)N(CCCl)CCCl.[Na+]. Cell line: CAKI-1. Synergy scores: CSS=-0.0615, Synergy_ZIP=-5.83, Synergy_Bliss=-13.0, Synergy_Loewe=-17.0, Synergy_HSA=-11.7. (6) Drug 1: CC1CCC2CC(C(=CC=CC=CC(CC(C(=O)C(C(C(=CC(C(=O)CC(OC(=O)C3CCCCN3C(=O)C(=O)C1(O2)O)C(C)CC4CCC(C(C4)OC)O)C)C)O)OC)C)C)C)OC. Drug 2: CC1=C(N=C(N=C1N)C(CC(=O)N)NCC(C(=O)N)N)C(=O)NC(C(C2=CN=CN2)OC3C(C(C(C(O3)CO)O)O)OC4C(C(C(C(O4)CO)O)OC(=O)N)O)C(=O)NC(C)C(C(C)C(=O)NC(C(C)O)C(=O)NCCC5=NC(=CS5)C6=NC(=CS6)C(=O)NCCC[S+](C)C)O. Cell line: OVCAR-5. Synergy scores: CSS=33.1, Synergy_ZIP=-5.70, Synergy_Bliss=-2.14, Synergy_Loewe=0.346, Synergy_HSA=0.698. (7) Drug 1: C1=CC(=CC=C1C#N)C(C2=CC=C(C=C2)C#N)N3C=NC=N3. Synergy scores: CSS=-5.80, Synergy_ZIP=-0.738, Synergy_Bliss=-6.97, Synergy_Loewe=-6.20, Synergy_HSA=-7.65. Cell line: CAKI-1. Drug 2: CC1=CC=C(C=C1)C2=CC(=NN2C3=CC=C(C=C3)S(=O)(=O)N)C(F)(F)F. (8) Drug 1: C1CCN(CC1)CCOC2=CC=C(C=C2)C(=O)C3=C(SC4=C3C=CC(=C4)O)C5=CC=C(C=C5)O. Drug 2: C1=CC(=CC=C1C#N)C(C2=CC=C(C=C2)C#N)N3C=NC=N3. Cell line: DU-145. Synergy scores: CSS=-1.88, Synergy_ZIP=1.67, Synergy_Bliss=2.54, Synergy_Loewe=-0.372, Synergy_HSA=-0.506. (9) Drug 1: COC1=C(C=C2C(=C1)N=CN=C2NC3=CC(=C(C=C3)F)Cl)OCCCN4CCOCC4. Drug 2: C1CN(P(=O)(OC1)NCCCl)CCCl. Cell line: EKVX. Synergy scores: CSS=28.1, Synergy_ZIP=-6.49, Synergy_Bliss=0.190, Synergy_Loewe=-16.2, Synergy_HSA=-0.621.